Dataset: Full USPTO retrosynthesis dataset with 1.9M reactions from patents (1976-2016). Task: Predict the reactants needed to synthesize the given product. (1) The reactants are: [F:1][C:2]([F:13])([F:12])[C:3]1[CH:4]=[C:5]([CH:9]=[CH:10][CH:11]=1)[C:6]([OH:8])=O.[NH2:14][C:15]1[CH:20]=[CH:19][C:18]([OH:21])=[C:17]([CH3:22])[CH:16]=1.C(Cl)CCl. Given the product [OH:21][C:18]1[CH:19]=[CH:20][C:15]([NH:14][C:6](=[O:8])[C:5]2[CH:9]=[CH:10][CH:11]=[C:3]([C:2]([F:1])([F:13])[F:12])[CH:4]=2)=[CH:16][C:17]=1[CH3:22], predict the reactants needed to synthesize it. (2) Given the product [F:23][C:22]1[C:16]2[O:15][CH2:14][CH:13]([CH2:12][N:25]3[CH2:30][CH2:29][O:28][CH2:27][CH2:26]3)[O:18][C:17]=2[CH:19]=[C:20]([F:24])[CH:21]=1, predict the reactants needed to synthesize it. The reactants are: CC1C=CC(S(O[CH2:12][CH:13]2[O:18][C:17]3[CH:19]=[C:20]([F:24])[CH:21]=[C:22]([F:23])[C:16]=3[O:15][CH2:14]2)(=O)=O)=CC=1.[NH:25]1[CH2:30][CH2:29][O:28][CH2:27][CH2:26]1. (3) Given the product [F:11][C:3]1[CH:4]=[C:5]([O:9][CH3:10])[C:6]([F:8])=[CH:7][C:2]=1[CH:26]=[O:27], predict the reactants needed to synthesize it. The reactants are: Br[C:2]1[CH:7]=[C:6]([F:8])[C:5]([O:9][CH3:10])=[CH:4][C:3]=1[F:11].[Li]CCCC.CCCCCC.CN([CH:26]=[O:27])C. (4) Given the product [CH3:32][C:31]1[C:10]([CH3:9])=[CH:11][C:12]2[N:16]([CH3:2])[C:15]([C:17]3[C:21]([NH:22][C:23]([C:25]4[CH:29]=[CH:28][O:27][CH:26]=4)=[O:24])=[CH:20][NH:19][N:18]=3)=[N:14][C:13]=2[CH:30]=1, predict the reactants needed to synthesize it. The reactants are: O1C=CC(C(Cl)=O)=[CH:2]1.[CH3:9][C:10]1[C:31]([CH3:32])=[CH:30][C:13]2[NH:14][C:15]([C:17]3[C:21]([NH:22][C:23]([C:25]4[CH:29]=[CH:28][O:27][CH:26]=4)=[O:24])=[CH:20][NH:19][N:18]=3)=[N:16][C:12]=2[CH:11]=1. (5) Given the product [F:19][C:5]([F:4])([F:18])[C:6]1[CH:11]=[CH:10][N:9]=[C:8]([C:12]2[N:16]([CH2:23][CH2:22][CH:20]=[O:21])[C:15](=[O:17])[O:14][N:13]=2)[CH:7]=1, predict the reactants needed to synthesize it. The reactants are: C(O)C.[F:4][C:5]([F:19])([F:18])[C:6]1[CH:11]=[CH:10][N:9]=[C:8]([C:12]2[NH:13][O:14][C:15](=[O:17])[N:16]=2)[CH:7]=1.[CH:20]([CH:22]=[CH2:23])=[O:21].